From a dataset of Drug-target binding data from BindingDB using IC50 measurements. Regression. Given a target protein amino acid sequence and a drug SMILES string, predict the binding affinity score between them. We predict pIC50 (pIC50 = -log10(IC50 in M); higher means more potent). Dataset: bindingdb_ic50. (1) The small molecule is CCc1c(C(=O)C(N)=O)c2c(OCC(=O)O)cc3ccccc3c2n1Cc1ccccc1. The target protein (P39877) has sequence MKGLLPLAWFLACSVPAVQGGLLDLKSMIEKVTGKNALTNYGFYGCYCGWGGRGTPKDGTDWCCWAHDHCYGRLEEKGCNIRTQSYKYRFAWGVVTCEPGPFCHVNLCACDRKLVYCLKRNLRSYNPQYQYFPNILCS. The pIC50 is 7.5. (2) The small molecule is O=C1c2cccc3c(NCCO)ccc(c23)C(=O)N1c1cccc(Br)c1. The target protein sequence is MSTNPKPQRKTKRNTNRRPMDVKFPGGGQIVGGVYLLPRRGPRLGVRATRKTSERSQPRGRRQPIPKARRPEGRSWAQPGYPWPLYGNEGCGWAGWLLSPRGSRPSWGPNDPRGRSRNLGKVIDTLTCGFADLMGYIPLVGAPVGSVARALAHGVRALEDGINYATGNLPGCSFSIFLLALLSCLTVPASAVNYRNVSGIYHVTNDCPNSSIVYEADHHIMHLPGCVPCVREGNQSRCWVALTPTVAAPYIGAPLESLRSHVDLMVGAATVCSGLYIGDLCGGLFLVGQMFSFRPRRHWTTQDCNCSIYTGHITGHRMAWDMMMNWSPTTTLVLAQVMRIPTTLVDLLSGGHWGVLVGVAYFSMQANWAKVILVLFLFAGVDAETHVSGAAVGRSTAGLANLFSSGSKQNLQLINSNGSWHINRTALNCNDSLNTGFLASLFYTHKFNSSGCSERLACCKSLDSYGQGWGPLGVANISGSSDDRPYCWHYAPRPCGIVPA.... The pIC50 is 6.3. (3) The drug is C[C@H]1CN(Cc2ccc(-c3ccccc3CN(C)C(=O)Cc3cccc(Cl)c3)cc2)C[C@@H](C)N1. The target protein (P08684) has sequence MALIPDLAMETWLLLAVSLVLLYLYGTHSHGLFKKLGIPGPTPLPFLGNILSYHKGFCMFDMECHKKYGKVWGFYDGQQPVLAITDPDMIKTVLVKECYSVFTNRRPFGPVGFMKSAISIAEDEEWKRLRSLLSPTFTSGKLKEMVPIIAQYGDVLVRNLRREAETGKPVTLKDVFGAYSMDVITSTSFGVNIDSLNNPQDPFVENTKKLLRFDFLDPFFLSITVFPFLIPILEVLNICVFPREVTNFLRKSVKRMKESRLEDTQKHRVDFLQLMIDSQNSKETESHKALSDLELVAQSIIFIFAGYETTSSVLSFIMYELATHPDVQQKLQEEIDAVLPNKAPPTYDTVLQMEYLDMVVNETLRLFPIAMRLERVCKKDVEINGMFIPKGVVVMIPSYALHRDPKYWTEPEKFLPERFSKKNKDNIDPYIYTPFGSGPRNCIGMRFALMNMKLALIRVLQNFSFKPCKETQIPLKLSLGGLLQPEKPVVLKVESRDGTV.... The pIC50 is 5.8. (4) The pIC50 is 7.7. The compound is COc1cc(-c2ccc(CN[C@H](C)c3cccc4ccncc34)cc2)ccc1C(=O)O. The target protein (Q3V1D3) has sequence MPLFKLTGQGKQIDDAMRSFAEKVFASEVKDEGGRHEISPFDVDEICPISLHEMQAHIFHMENLSMDGRRKRRFQGRKTVNLSIPQSETSSTKLSHIEEFISSSPTYESVPDFQRVQITGDYASGVTVEDFEVVCKGLYRALCIREKYMQKSFQRFPKTPSKYLRNIDGEALVGNESFYPVFTPPPKKGEDPFRTEDLPANLGYHLKMKAGVIYIYPDEAAANRDEPKPYPYPNLDDFLDDMNFLLALIAQGPVKTYAHRRLKFLSSKFQVHQMLNEMDELKELKNNPHRDFYNCRKVDTHIHAAACMNQKHLLRFIKKSYHIDADRVVYSTKEKSLTLKELFAKLNMHPYDLTVDSLDVHAGRQTFQRFDKFNDKYNPVGASELRDLYLKTDNYINGEYFATIIKEVGADLVEAKYQHAEPRLSIYGRSPDEWNKLSSWFVCNRIYCPNMTWMIQVPRIYDVFRSKNFLPHFGKMLENIFLPVFEATINPQAHPDLSVF.... (5) The drug is N=C(N)Nc1ccc(C(=O)Oc2ccc3nc(C(=O)N(CC(=O)O)Cc4cccc(C(=O)O)c4)ccc3c2)cc1. The target protein sequence is MSALLFLALVGAAVAFPVDDDDKIVGGYTCRENSVPYQVSLNSGYHFCGGSLINDQWVVAAHCYKTRIQVRLGEHNINVLEGNEQFIDAAKIIKHPNFNRKTLNNDIMLIKLSSPVTLNARVATVALPSSCAPAGTQCLISGWGNTLSFGVSEPDLLQCLDAPLLPQADCEASYPGKITGNMVCAGFLEGGKDSCQGDSGGPVVCNGELQGIVSWGYGCALPDNPGVYTKVCNYVDWIQDTIAAN. The pIC50 is 9.4. (6) The compound is COc1cc(OC)c(S(=O)(=O)N(C)c2ccccc2)cc1NC(C)=O. The target protein (P43889) has sequence MTKKALSAVILAAGKGTRMYSDLPKVLHTIAGKPMVKHVIDTAHQLGSENIHLIYGHGGDLMRTHLANEQVNWVLQTEQLGTAHAVQQAAPFFKDNENIVVLYGDAPLITKETLEKLIEAKPENGIALLTVNLDNPTGYGRIIRENGNVVAIVEQKDANAEQLNIKEVNTGVMVSDGASFKKWLARVGNNNAQGEYYLTDLIALANQDNCQVVAVQATDVMEVEGANNRLQLAALERYFQNKQASKLLLEGVMIYDPARFDLRGTLEHGKDVEIDVNVIIEGNVKLGDRVKIGTGCVLKNVVIGNDVEIKPYSVLEDSIVGEKAAIGPFSRLRPGAELAAETHVGNFVEIKKSTVGKGSKVNHLTYVGDSEIGSNCNIGAGVITCNYDGANKFKTIIGDDVFVGSDTQLVAPVKVANGATIGAGTTITRDVGENELVITRVAQRHIQGWQRPIKKK. The pIC50 is 5.2. (7) The compound is CCCCCCCC/C=C\CCCCCCCCCC(=O)OC1C(C)OC(OCC2OC(Oc3c(-c4ccc(O)c(O)c4)oc4cc(O)cc(O)c4c3=O)C(O)C(O)C2O)C(O)C1O. The target protein (P00772) has sequence MLRLLVVASLVLYGHSTQDFPETNARVVGGTEAQRNSWPSQISLQYRSGSSWAHTCGGTLIRQNWVMTAAHCVDRELTFRVVVGEHNLNQNDGTEQYVGVQKIVVHPYWNTDDVAAGYDIALLRLAQSVTLNSYVQLGVLPRAGTILANNSPCYITGWGLTRTNGQLAQTLQQAYLPTVDYAICSSSSYWGSTVKNSMVCAGGDGVRSGCQGDSGGPLHCLVNGQYAVHGVTSFVSRLGCNVTRKPTVFTRVSAYISWINNVIASN. The pIC50 is 3.3. (8) The drug is O=C(NCCc1cn[nH]c1)c1cc([C@@H]2CCNC[C@H]2COc2ccc3c(c2)OCO3)ccc1F. The target protein (P43249) has sequence MELENIVANTVLLKAREGGGGKRKGKSKKWKEILKFPHINQCEDLRRTIDRDYCSLCDKQPVGRLLFRQFCETRPGLESYIQFLDSVAEYEVTPDEKLGEKGKEIMTKYLTPKSPVFITQVGRDLVSQTEEKLLQKPCKELFSACVQSVHDYLRGEPFHEYLDSMYFDRFLQWKWLERQPVTKNTFRQYRVLGKGGFGEVCACQVRATGKMYACKRLEKKRIKKRKGESMALNEKQILEKVNSRFVVNLAYAYETKDALCLVLTIMNGGDLKFHIYNMGNPGFEEERALFYAAEILCGLEDLHHENIVYRDLKPENILLDDYGHIRISDLGLAVKIPEGDLIRGRVGTVGYMAPEVLNNQRYGLSPDYWGLGCLIYEMIEGQSPFRGRKEKVKREEVDRRVLETEEVYSHKFSEEAKSICKMLLTKDAKQRLGCQEEGAAEVKRHPFFRNMNFKRLEAGMLDPPFVPDPRAVYCKDVLDIEQFSTVKGVNLDHTDDDFYS.... The pIC50 is 4.0. (9) The drug is CCCSc1nc2c(c(=O)n1-c1ccccc1)SCC2. The target protein sequence is MRSGAAPRARPRPPALALPPTGPESLTHFPFSDEDTRRHPPGRSV. The pIC50 is 4.0. (10) The compound is C[C@H](/C=C/C=C/C(=O)NO)NC(=O)c1ccc(N(C)C)cc1. The pIC50 is 4.9. The target protein sequence is MHSSSAVRMAVGCLVELAFKVAAGELKNGFAIIRPPGHHAEESTAMGFCFFNSVAITAKLLQQKLSVGKVLIVDWDIHHGNGTQQAFYDDPSVLYISLHRYDNGNFFPGSGAPEEVGGGPGVGYNVNVAWTGGVDPPIGDVEYLTAFRTVVMPIAHEFSPDVVLVSAGFDAVEGHLSPLGGYSVTARCFGHLTRQLMTLAGGRVVLALEGGHDLTAICDASEACVSALLSVELQPLDEAVLQQKPSINAVATLEKVIEIQSKHWSCVQRFATGLGCSLREAQTGEKEEAETVSAMALLSMGAEQAQAAATQEHSPRPAEEPMEQEPAL.